Dataset: Blood-brain barrier penetration binary classification data from Martins et al.. Task: Regression/Classification. Given a drug SMILES string, predict its absorption, distribution, metabolism, or excretion properties. Task type varies by dataset: regression for continuous measurements (e.g., permeability, clearance, half-life) or binary classification for categorical outcomes (e.g., BBB penetration, CYP inhibition). Dataset: bbb_martins. The compound is COc1cc2[nH]c(C)c(CCN3CCN(c4ccccc4OC)CC3)c2cc1OC. The result is 1 (penetrates BBB).